This data is from Reaction yield outcomes from USPTO patents with 853,638 reactions. The task is: Predict the reaction yield, written as a fraction of the theoretical maximum amount of product (1.0 means a 100% yield; for example, 0.34 means a 34% yield). (1) The reactants are C(OC(=O)[NH:10][CH2:11][CH2:12][O:13][C:14]1[CH:19]=[CH:18][C:17]([C:20]2[CH:21]=[N:22][O:23][CH:24]=2)=[CH:16][CH:15]=1)C1C=CC=CC=1.CS(O)(=O)=O.[OH-].[Na+]. The catalyst is C(Cl)Cl.O. The product is [O:23]1[CH:24]=[C:20]([C:17]2[CH:18]=[CH:19][C:14]([O:13][CH2:12][CH2:11][NH2:10])=[CH:15][CH:16]=2)[CH:21]=[N:22]1. The yield is 0.530. (2) The reactants are [CH3:1][N:2]([CH3:31])[C:3]1([C:24]2[CH:29]=[CH:28][C:27]([F:30])=[CH:26][CH:25]=2)[CH2:8][CH2:7][C:6](=[CH:9][C:10]([NH:12][CH2:13][CH2:14][C:15]2[C:23]3[C:18](=[CH:19][CH:20]=[CH:21][CH:22]=3)[NH:17][CH:16]=2)=[O:11])[CH2:5][CH2:4]1.[Cl:32][Si](C)(C)C. The catalyst is CC(CC)=O. The product is [ClH:32].[CH3:31][N:2]([CH3:1])[C:3]1([C:24]2[CH:29]=[CH:28][C:27]([F:30])=[CH:26][CH:25]=2)[CH2:8][CH2:7][C:6](=[CH:9][C:10]([NH:12][CH2:13][CH2:14][C:15]2[C:23]3[C:18](=[CH:19][CH:20]=[CH:21][CH:22]=3)[NH:17][CH:16]=2)=[O:11])[CH2:5][CH2:4]1. The yield is 0.850. (3) The reactants are [Cl:1][C:2]1[N:10]=[C:9]([Cl:11])[CH:8]=[CH:7][C:3]=1[C:4](O)=[O:5].F[P-](F)(F)(F)(F)F.[N:19]1([O:28][C:29](N(C)C)=[N+](C)C)[C:23]2C=CC=CC=2N=N1.O.ON1C2C=CC=CC=2N=N1.C(N(CC)C(C)C)(C)C.Cl.CNOC. The catalyst is CN(C)C=O.O. The product is [Cl:1][C:2]1[N:10]=[C:9]([Cl:11])[CH:8]=[CH:7][C:3]=1[C:4]([N:19]([O:28][CH3:29])[CH3:23])=[O:5]. The yield is 0.500. (4) The product is [CH:15]1[C:23]2[C:22]3[CH:24]=[CH:25][CH:26]=[CH:27][C:21]=3[S:20][C:19]=2[C:18]([C:2]2[CH:3]=[CH:4][C:5]3[NH:6][C:7]4[C:12]([C:13]=3[CH:14]=2)=[CH:11][CH:10]=[CH:9][CH:8]=4)=[CH:17][CH:16]=1. The yield is 0.790. The reactants are Br[C:2]1[CH:3]=[CH:4][C:5]2[NH:6][C:7]3[C:12]([C:13]=2[CH:14]=1)=[CH:11][CH:10]=[CH:9][CH:8]=3.[CH:15]1[C:23]2[C:22]3[CH:24]=[CH:25][CH:26]=[CH:27][C:21]=3[S:20][C:19]=2[C:18](B(O)O)=[CH:17][CH:16]=1.C1(C)C=CC=CC=1P(C1C=CC=CC=1C)C1C=CC=CC=1C.C(=O)([O-])[O-].[K+].[K+]. The catalyst is C([O-])(=O)C.[Pd+2].C([O-])(=O)C.C(O)C.C1(C)C=CC=CC=1. (5) The reactants are [Cl:1][C:2]1[CH:27]=[C:26]([Cl:28])[CH:25]=[CH:24][C:3]=1[CH2:4][N:5]1[C:9](/[CH:10]=[CH:11]/[C:12]([O:14]CC)=[O:13])=[CH:8][C:7]([O:17][CH:18]2[CH2:23][CH2:22][O:21][CH2:20][CH2:19]2)=[N:6]1.[OH-].[Na+].O1CCCC1. The catalyst is C(O)C. The product is [Cl:1][C:2]1[CH:27]=[C:26]([Cl:28])[CH:25]=[CH:24][C:3]=1[CH2:4][N:5]1[C:9](/[CH:10]=[CH:11]/[C:12]([OH:14])=[O:13])=[CH:8][C:7]([O:17][CH:18]2[CH2:19][CH2:20][O:21][CH2:22][CH2:23]2)=[N:6]1. The yield is 0.960. (6) The reactants are [F:1][C:2]1[C:3]([CH2:9][OH:10])=[N:4][CH:5]=[C:6]([F:8])[CH:7]=1.[Cl:11][C:12]1[CH:17]=[C:16](I)[CH:15]=[CH:14][N:13]=1.C(=O)([O-])[O-].[Cs+].[Cs+].N1C2C(=CC=C3C=2N=CC=C3)C=CC=1. The catalyst is C1(C)C=CC=CC=1.[Cu]I. The product is [Cl:11][C:12]1[CH:17]=[C:16]([O:10][CH2:9][C:3]2[C:2]([F:1])=[CH:7][C:6]([F:8])=[CH:5][N:4]=2)[CH:15]=[CH:14][N:13]=1. The yield is 0.470. (7) The reactants are [CH3:1][C:2]1[O:6][N:5]=[C:4]([C:7]2[CH:12]=[CH:11][CH:10]=[CH:9][CH:8]=2)[C:3]=1[CH2:13][O:14][C:15]1[N:20]=[CH:19][C:18]([C:21]([NH:23][CH:24]2[CH2:29][CH2:28][CH2:27][N:26]([CH2:30][C:31]([OH:33])=O)[CH2:25]2)=[O:22])=[CH:17][CH:16]=1.[NH2:34][CH:35]1[CH2:40][CH2:39][O:38][CH2:37][CH2:36]1. No catalyst specified. The product is [CH3:1][C:2]1[O:6][N:5]=[C:4]([C:7]2[CH:8]=[CH:9][CH:10]=[CH:11][CH:12]=2)[C:3]=1[CH2:13][O:14][C:15]1[CH:16]=[CH:17][C:18]([C:21]([NH:23][CH:24]2[CH2:29][CH2:28][CH2:27][N:26]([CH2:30][C:31](=[O:33])[NH:34][CH:35]3[CH2:40][CH2:39][O:38][CH2:37][CH2:36]3)[CH2:25]2)=[O:22])=[CH:19][N:20]=1. The yield is 0.740.